Predict which catalyst facilitates the given reaction. From a dataset of Catalyst prediction with 721,799 reactions and 888 catalyst types from USPTO. (1) Reactant: [CH2:1]([Al:5](CC(C)C)[CH2:6][CH:7]([CH3:9])[CH3:8])[CH:2]([CH3:4])[CH3:3].[CH2:14]([OH:16])[CH3:15]. Product: [O-:16][CH2:14][CH3:15].[CH2:1]([Al+:5][CH2:6][CH:7]([CH3:9])[CH3:8])[CH:2]([CH3:4])[CH3:3]. The catalyst class is: 81. (2) Reactant: [F:1][C:2]1[CH:19]=[C:18]([F:20])[CH:17]=[CH:16][C:3]=1[NH:4][C:5]1[C:6]([C:13]([OH:15])=O)=[CH:7][N:8]([CH3:12])[C:9](=[O:11])[CH:10]=1.C1N=CN(C(N2C=NC=C2)=O)C=1.[NH2:33][CH2:34][CH2:35][CH2:36][OH:37]. Product: [F:1][C:2]1[CH:19]=[C:18]([F:20])[CH:17]=[CH:16][C:3]=1[NH:4][C:5]1[C:6]([C:13]([NH:33][CH2:34][CH2:35][CH2:36][OH:37])=[O:15])=[CH:7][N:8]([CH3:12])[C:9](=[O:11])[CH:10]=1. The catalyst class is: 118. (3) Reactant: [CH3:1][O:2][C:3]1[CH:8]=[CH:7][C:6]([NH:9][C:10](=[O:18])[C:11]2[CH:16]=[CH:15][CH:14]=[CH:13][C:12]=2[NH2:17])=[CH:5][CH:4]=1.[CH:19]1[C:28]2[C:23](=[CH:24][CH:25]=[CH:26][CH:27]=2)[CH:22]=[C:21]2[C:29]([O:31][C:32](=O)[C:20]=12)=[O:30]. Product: [CH3:1][O:2][C:3]1[CH:4]=[CH:5][C:6]([NH:9][C:10](=[O:18])[C:11]2[CH:16]=[CH:15][CH:14]=[CH:13][C:12]=2[N:17]2[C:32](=[O:31])[C:20]3[CH:19]=[C:28]4[CH:27]=[CH:26][CH:25]=[CH:24][C:23]4=[CH:22][C:21]=3[C:29]2=[O:30])=[CH:7][CH:8]=1. The catalyst class is: 7. (4) The catalyst class is: 118. Product: [ClH:1].[Cl:1][C:2]1[N:3]2[C:4](=[N:22][C:23]3[C:24]([C:25]2=[O:27])=[C:28]([F:32])[CH:29]=[CH:30][CH:31]=3)[C:5]2[CH:10]=[C:9]([CH3:11])[N:8]([S:12]([C:15]3[CH:20]=[CH:19][C:18]([CH3:21])=[CH:17][CH:16]=3)(=[O:14])=[O:13])[C:6]=2[N:7]=1. Reactant: [Cl:1][C:2]1[N:3]=[C:4]([NH:22][C:23]2[CH:31]=[CH:30][CH:29]=[C:28]([F:32])[C:24]=2[C:25]([OH:27])=O)[C:5]2[CH:10]=[C:9]([CH3:11])[N:8]([S:12]([C:15]3[CH:20]=[CH:19][C:18]([CH3:21])=[CH:17][CH:16]=3)(=[O:14])=[O:13])[C:6]=2[N:7]=1.C(Cl)(=O)C(Cl)=O.ClCCl. (5) Reactant: [CH2:1]([O:3][C:4]([C:6]1([C:9]2[CH:14]=[CH:13][C:12]([C:15]3[CH:20]=[CH:19][C:18]([C:21]4[O:25][N:24]=[C:23]([CH3:26])[C:22]=4[CH2:27][CH2:28][CH:29]=[O:30])=[CH:17][CH:16]=3)=[CH:11][CH:10]=2)[CH2:8][CH2:7]1)=[O:5])[CH3:2].[CH2:31]([Mg]Br)[C:32]1[CH:37]=[CH:36][CH:35]=[CH:34][CH:33]=1. Product: [CH2:1]([O:3][C:4]([C:6]1([C:9]2[CH:10]=[CH:11][C:12]([C:15]3[CH:20]=[CH:19][C:18]([C:21]4[O:25][N:24]=[C:23]([CH3:26])[C:22]=4[CH2:27][CH2:28][CH:29]([OH:30])[CH2:31][C:32]4[CH:37]=[CH:36][CH:35]=[CH:34][CH:33]=4)=[CH:17][CH:16]=3)=[CH:13][CH:14]=2)[CH2:8][CH2:7]1)=[O:5])[CH3:2]. The catalyst class is: 1. (6) Reactant: [OH:1][CH:2]([CH:4]1[C:32]2[C:27](=[CH:28][CH:29]=[CH:30][CH:31]=2)[O:26][C:6]2([CH2:11][CH2:10][N:9]([C:12]([C:14]3[CH:19]=[CH:18][C:17]([O:20][CH:21]([CH3:23])[CH3:22])=[C:16]([O:24][CH3:25])[CH:15]=3)=[O:13])[CH2:8][CH2:7]2)[CH2:5]1)[CH3:3].[H-].[Na+].I[CH3:36]. Product: [CH:21]([O:20][C:17]1[CH:18]=[CH:19][C:14]([C:12]([N:9]2[CH2:10][CH2:11][C:6]3([CH2:5][CH:4]([CH:2]([O:1][CH3:36])[CH3:3])[C:32]4[C:27](=[CH:28][CH:29]=[CH:30][CH:31]=4)[O:26]3)[CH2:7][CH2:8]2)=[O:13])=[CH:15][C:16]=1[O:24][CH3:25])([CH3:22])[CH3:23]. The catalyst class is: 3.